From a dataset of Full USPTO retrosynthesis dataset with 1.9M reactions from patents (1976-2016). Predict the reactants needed to synthesize the given product. (1) Given the product [CH3:1][O:2][C:3]1[CH:8]=[CH:7][C:6]([C:9]2[CH:10]=[C:11]([C:13]3[CH:18]=[CH:17][C:16]([O:19][CH3:20])=[CH:15][CH:14]=3)[NH:24][N:23]=2)=[CH:5][CH:4]=1, predict the reactants needed to synthesize it. The reactants are: [CH3:1][O:2][C:3]1[CH:8]=[CH:7][C:6]([C:9](=O)[CH2:10][C:11]([C:13]2[CH:18]=[CH:17][C:16]([O:19][CH3:20])=[CH:15][CH:14]=2)=O)=[CH:5][CH:4]=1.O.[NH2:23][NH2:24].[Cl-].[Li+].C(OCC)(=O)C. (2) Given the product [Cl-:26].[CH2:36]([PH+:31]([CH2:27][CH2:28][CH2:29][CH3:30])[CH2:32][CH2:33][CH2:34][CH3:35])[CH2:37][CH2:38][CH3:39], predict the reactants needed to synthesize it. The reactants are: C=CC1C=CC=CC=1.C=CC1C=CC(C=C)=CC=1.C1C=CC(C[Cl:26])=CC=1.[CH2:27]([P:31]([CH2:36][CH2:37][CH2:38][CH3:39])[CH2:32][CH2:33][CH2:34][CH3:35])[CH2:28][CH2:29][CH3:30]. (3) Given the product [O:44]1[CH:45]=[C:41]([C:2]2[CH:32]=[CH:31][C:5]3[N:6]=[C:7]([NH:9][C:10]4[CH:15]=[C:14]([CH2:16][C:17]5[CH:22]=[CH:21][CH:20]=[CH:19][CH:18]=5)[N:13]=[C:12]([NH:23][C@H:24]5[CH2:29][CH2:28][C@H:27]([OH:30])[CH2:26][CH2:25]5)[N:11]=4)[S:8][C:4]=3[CH:3]=2)[CH:42]=[N:43]1, predict the reactants needed to synthesize it. The reactants are: Br[C:2]1[CH:32]=[CH:31][C:5]2[N:6]=[C:7]([NH:9][C:10]3[CH:15]=[C:14]([CH2:16][C:17]4[CH:22]=[CH:21][CH:20]=[CH:19][CH:18]=4)[N:13]=[C:12]([NH:23][C@H:24]4[CH2:29][CH2:28][C@H:27]([OH:30])[CH2:26][CH2:25]4)[N:11]=3)[S:8][C:4]=2[CH:3]=1.CC1(C)C(C)(C)OB([C:41]2[CH:42]=[N:43][O:44][CH:45]=2)O1.P([O-])([O-])([O-])=O.[K+].[K+].[K+]. (4) Given the product [Cl:15][C:12]1[CH:13]=[CH:14][C:9]([NH:8][C:2](=[O:7])[C:3]([O:5][CH3:6])=[O:4])=[N:10][CH:11]=1, predict the reactants needed to synthesize it. The reactants are: Cl[C:2](=[O:7])[C:3]([O:5][CH3:6])=[O:4].[NH2:8][C:9]1[CH:14]=[CH:13][C:12]([Cl:15])=[CH:11][N:10]=1.C(=O)(O)[O-].[Na+].[Cl-].[NH4+]. (5) Given the product [CH2:1]([C:8]1[C:9]([CH3:35])=[N:10][C:11]([N:14]2[CH2:19][CH2:18][N:17]([C:20]([O:22][C:23]([CH3:26])([CH3:25])[CH3:24])=[O:21])[CH2:16][CH2:15]2)=[N:12][CH:13]=1)[C:2]1[CH:7]=[CH:6][CH:5]=[CH:4][CH:3]=1, predict the reactants needed to synthesize it. The reactants are: [CH2:1]([C:8]1[C:9](OS(C(F)(F)F)(=O)=O)=[N:10][C:11]([N:14]2[CH2:19][CH2:18][N:17]([C:20]([O:22][C:23]([CH3:26])([CH3:25])[CH3:24])=[O:21])[CH2:16][CH2:15]2)=[N:12][CH:13]=1)[C:2]1[CH:7]=[CH:6][CH:5]=[CH:4][CH:3]=1.[CH3:35][Mg]Cl. (6) The reactants are: Cl[C:2]1[N:34]=[C:5]2[C:6]([C:24]3[CH:29]=[CH:28][CH:27]=[C:26]([C:30]([F:33])([F:32])[F:31])[CH:25]=3)=[C:7]([CH3:23])[C:8]([C:10]3[N:14]([C:15]4[CH:22]=[CH:21][C:18]([C:19]#[N:20])=[CH:17][CH:16]=4)[N:13]=[CH:12][CH:11]=3)=[CH:9][N:4]2[N:3]=1.[CH3:35][N:36]([CH3:42])[CH2:37][CH2:38][CH2:39][CH2:40][NH2:41].CN(C)CCCNC1N=C2C(C3C=CC=C(C(F)(F)F)C=3)=C(C)C(C3N(C4C=CC(C#N)=CC=4)N=CC=3)=CN2N=1. Given the product [CH3:35][N:36]([CH3:42])[CH2:37][CH2:38][CH2:39][CH2:40][NH:41][C:2]1[N:34]=[C:5]2[C:6]([C:24]3[CH:29]=[CH:28][CH:27]=[C:26]([C:30]([F:33])([F:32])[F:31])[CH:25]=3)=[C:7]([CH3:23])[C:8]([C:10]3[N:14]([C:15]4[CH:22]=[CH:21][C:18]([C:19]#[N:20])=[CH:17][CH:16]=4)[N:13]=[CH:12][CH:11]=3)=[CH:9][N:4]2[N:3]=1, predict the reactants needed to synthesize it. (7) Given the product [OH:14][CH:3]1[CH:4]([O:27][C:24]2[CH:25]=[CH:26][N:22]([C:16]3[CH:17]=[CH:18][CH:19]=[CH:20][CH:21]=3)[N:23]=2)[C:5]2[C:10](=[CH:9][CH:8]=[C:7]([C:12]#[N:13])[CH:6]=2)[O:11][C:2]1([CH3:15])[CH3:1], predict the reactants needed to synthesize it. The reactants are: [CH3:1][C:2]1([CH3:15])[O:11][C:10]2[C:5](=[CH:6][C:7]([C:12]#[N:13])=[CH:8][CH:9]=2)[CH:4]2[O:14][CH:3]12.[C:16]1([N:22]2[CH:26]=[CH:25][C:24](=[O:27])[NH:23]2)[CH:21]=[CH:20][CH:19]=[CH:18][CH:17]=1.